From a dataset of Forward reaction prediction with 1.9M reactions from USPTO patents (1976-2016). Predict the product of the given reaction. (1) Given the reactants [OH-].[Na+].C1C=CC=CC=1.[Cl:9][C:10]1[CH:11]=[C:12]([CH:15]=[CH:16][CH:17]=1)[CH2:13]Br.[CH:18](=[O:22])[CH:19]([CH3:21])[CH3:20], predict the reaction product. The product is: [Cl:9][C:10]1[CH:11]=[C:12]([CH2:13][C:19]([CH3:21])([CH3:20])[CH2:18][OH:22])[CH:15]=[CH:16][CH:17]=1. (2) Given the reactants [Br:1][C:2]1[CH:3]=[C:4]([C:9]2[O:13]C(=O)[N:11](C)[N:10]=2)[CH:5]=[CH:6][C:7]=1[CH3:8].BrC1C=C(C2OC(=O)NN=2)C=CC=1C.CI.C(=O)([O-])[O-].[K+].[K+], predict the reaction product. The product is: [Br:1][C:2]1[CH:3]=[C:4]([CH:5]=[CH:6][C:7]=1[CH3:8])[C:9]([NH:10][NH2:11])=[O:13]. (3) Given the reactants [Br:1][C:2]1[CH:15]=[C:14]2[C:5]([O:6][C:7]3[CH:8]=[CH:9][C:10]([CH2:17][CH2:18][O:19]C(=O)C)=[CH:11][C:12]=3[C:13]2=O)=[CH:4][CH:3]=1.[BH4-].[Li+].C(O)(C)C.Cl, predict the reaction product. The product is: [Br:1][C:2]1[CH:3]=[CH:4][C:5]2[O:6][C:7]3[C:12](=[CH:11][C:10]([CH2:17][CH2:18][OH:19])=[CH:9][CH:8]=3)[CH2:13][C:14]=2[CH:15]=1. (4) Given the reactants C(Cl)(=O)C(Cl)=O.CS(C)=O.[OH:11][CH2:12][C@@H:13]1[N:18]2[CH2:19][CH2:20][N:21]([C:23]([O:25][C:26]([CH3:29])([CH3:28])[CH3:27])=[O:24])[CH2:22][C@@H:17]2[CH2:16][CH2:15]C1.N.O, predict the reaction product. The product is: [CH:12]([C@@H:13]1[N:18]2[CH2:19][CH2:20][N:21]([C:23]([O:25][C:26]([CH3:27])([CH3:28])[CH3:29])=[O:24])[CH2:22][C@@H:17]2[CH2:16][CH2:15]1)=[O:11]. (5) Given the reactants CS(O[CH:6]([C:15]1[CH:16]=[N:17][C:18]([NH:21][C:22]([C:24]2([C:27]3[CH:35]=[CH:34][C:30]4[O:31][CH2:32][O:33][C:29]=4[CH:28]=3)[CH2:26][CH2:25]2)=[O:23])=[CH:19][CH:20]=1)[C:7]1[CH:12]=[CH:11][CH:10]=[CH:9][C:8]=1[O:13][CH3:14])(=O)=O.[CH3:36][O:37][CH2:38][CH:39]1[CH2:43][CH2:42][CH2:41][NH:40]1.O1C2C=CC(C3(C(NC4C=CC(C(N(C)C)C5C=CC=CC=5OC)=CN=4)=O)CC3)=CC=2OC1, predict the reaction product. The product is: [O:31]1[C:30]2[CH:34]=[CH:35][C:27]([C:24]3([C:22]([NH:21][C:18]4[CH:19]=[CH:20][C:15]([CH:6]([N:40]5[CH2:41][CH2:42][CH2:43][CH:39]5[CH2:38][O:37][CH3:36])[C:7]5[CH:12]=[CH:11][CH:10]=[CH:9][C:8]=5[O:13][CH3:14])=[CH:16][N:17]=4)=[O:23])[CH2:26][CH2:25]3)=[CH:28][C:29]=2[O:33][CH2:32]1. (6) Given the reactants [Cl:1][C:2]1[CH:27]=[C:26]([O:28][CH2:29][C:30]([F:33])([F:32])[F:31])[CH:25]=[CH:24][C:3]=1[O:4][CH2:5][CH2:6][CH2:7][O:8][C:9]1[CH:18]=[C:17]2[C:12]([CH2:13][CH2:14][CH:15]([C:19]([O:21]CC)=[O:20])[O:16]2)=[CH:11][CH:10]=1.[OH-].[Na+], predict the reaction product. The product is: [Cl:1][C:2]1[CH:27]=[C:26]([O:28][CH2:29][C:30]([F:31])([F:33])[F:32])[CH:25]=[CH:24][C:3]=1[O:4][CH2:5][CH2:6][CH2:7][O:8][C:9]1[CH:18]=[C:17]2[C:12]([CH2:13][CH2:14][CH:15]([C:19]([OH:21])=[O:20])[O:16]2)=[CH:11][CH:10]=1. (7) Given the reactants [CH3:1][S:2]([C:5]1[CH:6]=[C:7]([CH:11]2[CH2:16][CH2:15][NH:14][CH2:13][CH2:12]2)[CH:8]=[CH:9][CH:10]=1)(=[O:4])=[O:3].I[CH2:18][CH3:19].Cl, predict the reaction product. The product is: [CH3:1][S:2]([C:5]1[CH:6]=[C:7]([CH:11]2[CH2:16][CH2:15][N:14]([CH2:18][CH3:19])[CH2:13][CH2:12]2)[CH:8]=[CH:9][CH:10]=1)(=[O:4])=[O:3].